From a dataset of Peptide-MHC class II binding affinity with 134,281 pairs from IEDB. Regression. Given a peptide amino acid sequence and an MHC pseudo amino acid sequence, predict their binding affinity value. This is MHC class II binding data. The peptide sequence is FRNIVNMLHGVRDGL. The binding affinity (normalized) is 0.670. The MHC is DRB5_0101 with pseudo-sequence DRB5_0101.